From a dataset of Full USPTO retrosynthesis dataset with 1.9M reactions from patents (1976-2016). Predict the reactants needed to synthesize the given product. (1) Given the product [F:1][C:2]([F:10])([F:11])[C:3]1[CH:4]=[CH:5][C:6]([O:9][CH2:13][C@@H:14]2[CH2:19][CH2:18][CH2:17][CH2:16][C@H:15]2[NH:20][S:21]([CH2:24][CH3:25])(=[O:23])=[O:22])=[CH:7][CH:8]=1, predict the reactants needed to synthesize it. The reactants are: [F:1][C:2]([F:11])([F:10])[C:3]1[CH:8]=[CH:7][C:6]([OH:9])=[CH:5][CH:4]=1.O[CH2:13][C@@H:14]1[CH2:19][CH2:18][CH2:17][CH2:16][C@H:15]1[NH:20][S:21]([CH2:24][CH3:25])(=[O:23])=[O:22].C(P(CCCC)CCCC)CCC.N(/C(N1CCCCC1)=O)=N\C(N1CCCCC1)=O. (2) The reactants are: Cl.Cl.[NH2:3][C:4]1[CH:9]=[CH:8][C:7]([C:10]2[CH:15]=[CH:14][C:13]([NH:16][C:17]([C@@H:19]3[CH:24]4[CH2:25][CH2:26][N:21]([CH2:22][CH2:23]4)[CH2:20]3)=[O:18])=[CH:12][CH:11]=2)=[CH:6][CH:5]=1.[C:27]1([CH2:33][S:34]([Cl:37])(=[O:36])=[O:35])[CH:32]=[CH:31][CH:30]=[CH:29][CH:28]=1. Given the product [ClH:37].[CH2:33]([S:34]([NH:3][C:4]1[CH:9]=[CH:8][C:7]([C:10]2[CH:11]=[CH:12][C:13]([NH:16][C:17]([C@@H:19]3[CH:24]4[CH2:23][CH2:22][N:21]([CH2:26][CH2:25]4)[CH2:20]3)=[O:18])=[CH:14][CH:15]=2)=[CH:6][CH:5]=1)(=[O:36])=[O:35])[C:27]1[CH:32]=[CH:31][CH:30]=[CH:29][CH:28]=1, predict the reactants needed to synthesize it. (3) Given the product [F:34][C:32]1[CH:33]=[C:28]([S:25]([C:22]2[CH:21]=[CH:20][C:19]([C:16]3[C:15]4[C:10](=[CH:11][CH:12]=[C:13]([F:36])[CH:14]=4)[CH:9]=[C:8]([CH2:7][C:6]([OH:37])=[O:5])[C:17]=3[CH3:18])=[CH:24][CH:23]=2)(=[O:27])=[O:26])[CH:29]=[C:30]([F:35])[CH:31]=1, predict the reactants needed to synthesize it. The reactants are: O.[OH-].[Li+].C[O:5][C:6](=[O:37])[CH2:7][C:8]1[C:17]([CH3:18])=[C:16]([C:19]2[CH:24]=[CH:23][C:22]([S:25]([C:28]3[CH:33]=[C:32]([F:34])[CH:31]=[C:30]([F:35])[CH:29]=3)(=[O:27])=[O:26])=[CH:21][CH:20]=2)[C:15]2[C:10](=[CH:11][CH:12]=[C:13]([F:36])[CH:14]=2)[CH:9]=1. (4) The reactants are: [F:1][C:2]1[CH:7]=[CH:6][C:5]([C:8]([C:10]2[CH:15]=[CH:14][C:13]([F:16])=[CH:12][CH:11]=2)=O)=[CH:4][CH:3]=1.[Br:17][C:18]1[CH:23]=[CH:22][C:21]([C:24](=O)[CH2:25][CH2:26][Cl:27])=[CH:20][CH:19]=1. Given the product [Br:17][C:18]1[CH:19]=[CH:20][C:21]([C:24]([CH2:25][CH2:26][Cl:27])=[C:8]([C:10]2[CH:15]=[CH:14][C:13]([F:16])=[CH:12][CH:11]=2)[C:5]2[CH:6]=[CH:7][C:2]([F:1])=[CH:3][CH:4]=2)=[CH:22][CH:23]=1, predict the reactants needed to synthesize it. (5) Given the product [Cl:1][C:2]1[CH:3]=[C:4]([CH:8]=[CH:9][CH:10]=1)[C:5]([NH:13][NH:12][C:11]([O:15][C:16]([CH3:19])([CH3:18])[CH3:17])=[O:14])=[O:6], predict the reactants needed to synthesize it. The reactants are: [Cl:1][C:2]1[CH:3]=[C:4]([CH:8]=[CH:9][CH:10]=1)[C:5](Cl)=[O:6].[C:11]([O:15][C:16]([CH3:19])([CH3:18])[CH3:17])(=[O:14])[NH:12][NH2:13]. (6) The reactants are: [Si]([O:8][CH2:9][C@@H:10]([NH:20][S@](C(C)(C)C)=O)[C:11]1[C:12]([O:18][CH3:19])=[N:13][CH:14]=[C:15]([F:17])[CH:16]=1)(C(C)(C)C)(C)C.[ClH:27].O1CCOCC1. Given the product [ClH:27].[ClH:27].[NH2:20][C@@H:10]([C:11]1[C:12]([O:18][CH3:19])=[N:13][CH:14]=[C:15]([F:17])[CH:16]=1)[CH2:9][OH:8], predict the reactants needed to synthesize it. (7) Given the product [CH3:3][O:4][C:5]([C:7]1[N:8]=[CH:9][O:10][C:11]=1[C:12]1[CH:17]=[CH:16][CH:15]=[C:14]([C:18]([OH:20])=[O:19])[CH:13]=1)=[O:6], predict the reactants needed to synthesize it. The reactants are: N#N.[CH3:3][O:4][C:5]([C:7]1[N:8]=[CH:9][O:10][C:11]=1[C:12]1[CH:17]=[CH:16][CH:15]=[C:14]([C:18]([O:20]C(C)(C)C)=[O:19])[CH:13]=1)=[O:6]. (8) Given the product [CH3:26][C:6]1[C:5]([C:9]2[CH2:14][CH2:13][NH:12][CH2:11][CH:10]=2)=[CH:4][C:3]([N+:22]([O-:24])=[O:23])=[C:2]([NH2:1])[CH:7]=1, predict the reactants needed to synthesize it. The reactants are: [NH2:1][C:2]1[C:7](C)=[CH:6][C:5]([C:9]2[CH2:14][CH2:13][N:12](C(OC(C)(C)C)=O)[CH2:11][CH:10]=2)=[CH:4][C:3]=1[N+:22]([O-:24])=[O:23].F[C:26](F)(F)C(O)=O. (9) Given the product [CH2:55]([O:57][C:58](=[O:77])[CH2:59][CH:60]([C:61]1[CH:62]=[CH:63][N:64]=[CH:65][CH:66]=1)[C:67]1[CH:76]=[C:75]2[C:70]([CH2:71][CH2:72][NH:73][CH:74]2[C:18](=[O:19])[CH2:17][C:15]2[CH:14]=[CH:13][C:11]3[N:12]=[C:8]([NH:7][C:2]4[CH:3]=[CH:4][CH:5]=[CH:6][C:1]=4[CH3:21])[O:9][C:10]=3[CH:16]=2)=[CH:69][CH:68]=1)[CH3:56], predict the reactants needed to synthesize it. The reactants are: [C:1]1([CH3:21])[CH:6]=[CH:5][CH:4]=[CH:3][C:2]=1[NH:7][C:8]1[O:9][C:10]2[CH:16]=[C:15]([CH2:17][C:18](O)=[O:19])[CH:14]=[CH:13][C:11]=2[N:12]=1.C(N(C(C)C)CC)(C)C.F[P-](F)(F)(F)(F)F.N1(OC(N(C)C)=[N+](C)C)C2N=CC=CC=2N=N1.[CH2:55]([O:57][C:58](=[O:77])[CH2:59][CH:60]([C:67]1[CH:76]=[C:75]2[C:70]([CH2:71][CH2:72][NH:73][CH2:74]2)=[CH:69][CH:68]=1)[C:61]1[CH:66]=[CH:65][N:64]=[CH:63][CH:62]=1)[CH3:56].